From a dataset of Serine/threonine kinase 33 screen with 319,792 compounds. Binary Classification. Given a drug SMILES string, predict its activity (active/inactive) in a high-throughput screening assay against a specified biological target. (1) The molecule is O=C(NCCCCCCC)c1cc([N+]([O-])=O)c(CNCC=C)cc1. The result is 0 (inactive). (2) The molecule is O1CCN(CC1)C(=O)CCC(=O)Nc1nc(ccc1)C. The result is 0 (inactive). (3) The drug is O(Cc1c(CN)cnc(c1N)C)C. The result is 0 (inactive). (4) The drug is OC1(c2c(N(C1=O)Cc1ccccc1)cccc2)CC(=O)c1cc2OCOc2cc1. The result is 0 (inactive). (5) The drug is Brc1c(/C=C2/NC(=S)N(C2=O)C)cc2OCOc2c1. The result is 0 (inactive). (6) The compound is S(=O)(=O)(N(c1cc(OC)c(OC)cc1)CC(=O)Nc1cccnc1)c1ccccc1. The result is 0 (inactive). (7) The compound is [nH]1[nH]cc2CCC=3C(N=c4c3cccc4)=c12. The result is 1 (active). (8) The molecule is Clc1cc(c(NC(=O)CSc2n(C3CCCCC3)c(nn2)C(N(C)C)CC)cc1)C(F)(F)F. The result is 0 (inactive).